This data is from Forward reaction prediction with 1.9M reactions from USPTO patents (1976-2016). The task is: Predict the product of the given reaction. (1) Given the reactants [NH2:1][C:2]1[C:7]([CH:8]=[O:9])=[C:6](Cl)[N:5]=[CH:4][N:3]=1.[NH2:11][C:12]1[CH:17]=[CH:16][C:15]([OH:18])=[CH:14][C:13]=1[Cl:19], predict the reaction product. The product is: [NH2:1][C:2]1[C:7]([CH:8]=[O:9])=[C:6]([O:18][C:15]2[CH:16]=[CH:17][C:12]([NH2:11])=[C:13]([Cl:19])[CH:14]=2)[N:5]=[CH:4][N:3]=1. (2) Given the reactants [OH:1][CH2:2][C@@H:3]1[CH2:7][CH2:6][CH2:5][N:4]1[C:8]1[N:13]=[C:12]([NH:14][CH2:15][C:16]2[CH:21]=[CH:20][C:19]([O:22][CH3:23])=[C:18]([Cl:24])[CH:17]=2)[C:11]([CH:25]=[O:26])=[CH:10][N:9]=1.[CH2:27]([Li])[CH2:28][CH2:29][CH3:30].C(=O)([O-])O.[Na+], predict the reaction product. The product is: [OH:1][CH2:2][CH:3]1[CH2:7][CH2:6][CH2:5][N:4]1[C:8]1[N:13]=[C:12]([NH:14][CH2:15][C:16]2[CH:21]=[CH:20][C:19]([O:22][CH3:23])=[C:18]([Cl:24])[CH:17]=2)[C:11]([C@@H:25]([OH:26])[CH2:27][CH2:28][CH2:29][CH3:30])=[CH:10][N:9]=1. (3) Given the reactants [C-:1]#[N:2].[K+].C([O-])(=O)C.[NH4+:8].[CH2:9]([O:12][CH2:13][CH2:14][N:15]([CH3:37])[C:16](=[O:36])[C:17]1[CH:22]=[CH:21][C:20]([CH2:23][CH2:24][S:25]([N:28]2[CH2:33][CH2:32][C:31](=O)[CH2:30][CH2:29]2)(=[O:27])=[O:26])=[C:19]([CH3:35])[CH:18]=1)[CH:10]=[CH2:11].C(=O)(O)[O-].[Na+], predict the reaction product. The product is: [CH2:9]([O:12][CH2:13][CH2:14][N:15]([CH3:37])[C:16](=[O:36])[C:17]1[CH:22]=[CH:21][C:20]([CH2:23][CH2:24][S:25]([N:28]2[CH2:33][CH2:32][C:31]([NH2:8])([C:1]#[N:2])[CH2:30][CH2:29]2)(=[O:26])=[O:27])=[C:19]([CH3:35])[CH:18]=1)[CH:10]=[CH2:11]. (4) Given the reactants [NH2:1][C:2]1[CH:22]=[CH:21][C:5]([O:6][CH2:7][CH:8]2[CH2:13][CH2:12][N:11]([C:14]([O:16][C:17]([CH3:20])(C)C)=[O:15])[CH2:10][CH2:9]2)=[CH:4][C:3]=1[N+:23]([O-])=O.[H][H].[C:28](OCC)(=O)[CH3:29], predict the reaction product. The product is: [NH2:23][C:3]1[CH:4]=[C:5]([CH:21]=[CH:22][C:2]=1[NH2:1])[O:6][CH2:7][CH:8]1[CH2:9][CH2:10][N:11]([C:14]([O:16][CH2:17][CH2:20][CH2:28][CH3:29])=[O:15])[CH2:12][CH2:13]1. (5) Given the reactants [N:1]1[CH:6]=[CH:5][C:4]([C:7]2[N:12]=[C:11]3[N:13]([CH2:17][CH2:18][CH2:19][CH2:20][CH2:21][CH2:22][C:23]([O:25]CC)=[O:24])[CH2:14][CH2:15][CH2:16][C:10]3=[N:9][C:8]=2[C:28]2[CH:33]=[CH:32][C:31]([CH3:34])=[CH:30][CH:29]=2)=[CH:3][CH:2]=1.[Li+].[OH-], predict the reaction product. The product is: [N:1]1[CH:6]=[CH:5][C:4]([C:7]2[N:12]=[C:11]3[N:13]([CH2:17][CH2:18][CH2:19][CH2:20][CH2:21][CH2:22][C:23]([OH:25])=[O:24])[CH2:14][CH2:15][CH2:16][C:10]3=[N:9][C:8]=2[C:28]2[CH:29]=[CH:30][C:31]([CH3:34])=[CH:32][CH:33]=2)=[CH:3][CH:2]=1. (6) Given the reactants [CH:1]([C:3]1[CH:12]=[CH:11][C:6]([C:7]([O:9][CH3:10])=[O:8])=[CH:5][CH:4]=1)=O.[OH:13]/[C:14](=[CH:20]\[C:21](=[O:28])[C:22]1[CH:23]=[N:24][CH:25]=[CH:26][CH:27]=1)/[C:15]([O:17]CC)=O.[CH3:29][N:30]1[C:38]2[C:33](=[CH:34][CH:35]=[CH:36][CH:37]=2)[C:32]([CH2:39][CH2:40][NH2:41])=[CH:31]1, predict the reaction product. The product is: [OH:13][C:14]1[C:15](=[O:17])[N:41]([CH2:40][CH2:39][C:32]2[C:33]3[C:38](=[CH:37][CH:36]=[CH:35][CH:34]=3)[N:30]([CH3:29])[CH:31]=2)[CH:1]([C:3]2[CH:12]=[CH:11][C:6]([C:7]([O:9][CH3:10])=[O:8])=[CH:5][CH:4]=2)[C:20]=1[C:21](=[O:28])[C:22]1[CH:27]=[CH:26][CH:25]=[N:24][CH:23]=1.